From a dataset of Forward reaction prediction with 1.9M reactions from USPTO patents (1976-2016). Predict the product of the given reaction. (1) Given the reactants [ClH:1].[Cl:2][C:3]1[N:11]=[C:10]([O:12][CH3:13])[CH:9]=[CH:8][C:4]=1[C:5](O)=[O:6], predict the reaction product. The product is: [Cl:2][C:3]1[N:11]=[C:10]([O:12][CH3:13])[CH:9]=[CH:8][C:4]=1[C:5]([Cl:1])=[O:6]. (2) The product is: [CH2:26]([N:4]([CH2:1][CH2:2][CH3:3])[CH2:5][CH2:6][CH2:7][CH2:8][CH:9]([NH2:25])[CH2:10][C:11]1[CH:12]=[CH:13][C:14]([CH2:17][NH:18][CH2:19][C:20]2[NH:21][CH:22]=[CH:23][N:24]=2)=[CH:15][CH:16]=1)[CH2:27][CH3:28]. Given the reactants [CH2:1]([N:4]([CH2:26][CH2:27][CH3:28])[CH2:5][CH2:6][CH2:7][CH2:8][CH:9]([NH2:25])[CH2:10][C:11]1[CH:16]=[CH:15][C:14]([CH2:17][N:18]=[CH:19][C:20]2[NH:21][CH:22]=[CH:23][N:24]=2)=[CH:13][CH:12]=1)[CH2:2][CH3:3].[BH4-].[Na+], predict the reaction product. (3) Given the reactants C(O[BH-](OC(=O)C)OC(=O)C)(=O)C.[Na+].[N+:15]([C:18]1[CH:23]=[CH:22][C:21]([C:24]2[CH2:30][CH:29]3[NH:31][CH:26]([CH2:27][CH2:28]3)[CH:25]=2)=[CH:20][CH:19]=1)([O-:17])=[O:16].[C:32]1(=O)[CH2:37][CH2:36][CH2:35][CH2:34][CH2:33]1.C([O-])(O)=O.[Na+], predict the reaction product. The product is: [CH:32]1([N:31]2[CH:29]3[CH2:28][CH2:27][CH:26]2[CH:25]=[C:24]([C:21]2[CH:20]=[CH:19][C:18]([N+:15]([O-:17])=[O:16])=[CH:23][CH:22]=2)[CH2:30]3)[CH2:37][CH2:36][CH2:35][CH2:34][CH2:33]1. (4) The product is: [CH:18]1([C@H:7]2[C@H:6]([CH3:21])[C@@H:5]([OH:4])[C:14]3[C:9](=[CH:10][CH:11]=[CH:12][CH:13]=3)[N:8]2[C:15](=[O:17])[CH3:16])[CH2:19][CH2:20]1. Given the reactants C([O:4][CH:5]1[C:14]2[C:9](=[CH:10][CH:11]=[CH:12][CH:13]=2)[N:8]([C:15](=[O:17])[CH3:16])[CH:7]([CH:18]2[CH2:20][CH2:19]2)[CH:6]1[CH3:21])(=O)C.[OH-].[K+], predict the reaction product. (5) Given the reactants [NH2:1][CH2:2][CH2:3][CH2:4][C:5]([OH:7])=[O:6].[F:8][C:9]([F:24])([F:23])[C:10]1[CH:11]=[C:12]([CH:16]=[C:17]([C:19]([F:22])([F:21])[F:20])[CH:18]=1)[C:13](Cl)=[O:14], predict the reaction product. The product is: [F:8][C:9]([F:23])([F:24])[C:10]1[CH:11]=[C:12]([CH:16]=[C:17]([C:19]([F:22])([F:20])[F:21])[CH:18]=1)[C:13]([NH:1][CH2:2][CH2:3][CH2:4][C:5]([OH:7])=[O:6])=[O:14]. (6) Given the reactants [F:1][C:2]([F:16])([F:15])[C:3]1[C:4]([N:9]2[CH2:14][CH2:13][NH:12][CH2:11][CH2:10]2)=[N:5][CH:6]=[CH:7][CH:8]=1.[CH3:17][C:18]1([CH3:26])[C:20]([CH3:22])([CH3:21])[CH:19]1[C:23](O)=[O:24].F[P-](F)(F)(F)(F)F.N1(O[P+](N(C)C)(N(C)C)N(C)C)C2C=CC=CC=2N=N1, predict the reaction product. The product is: [CH3:17][C:18]1([CH3:26])[C:20]([CH3:22])([CH3:21])[CH:19]1[C:23]([N:12]1[CH2:11][CH2:10][N:9]([C:4]2[C:3]([C:2]([F:1])([F:15])[F:16])=[CH:8][CH:7]=[CH:6][N:5]=2)[CH2:14][CH2:13]1)=[O:24]. (7) Given the reactants [C:1]([C:4]1[CH:5]=[N:6][CH:7]=[CH:8][CH:9]=1)(=[O:3])[CH3:2].[N:10]1[CH:15]=[CH:14][CH:13]=[CH:12][C:11]=1[N:16]1[CH2:21][CH2:20][NH:19][CH2:18][CH2:17]1.[CH2:22]=O.Cl, predict the reaction product. The product is: [N:6]1[CH:7]=[CH:8][CH:9]=[C:4]([C:1](=[O:3])[CH2:2][CH2:22][N:19]2[CH2:18][CH2:17][N:16]([C:11]3[CH:12]=[CH:13][CH:14]=[CH:15][N:10]=3)[CH2:21][CH2:20]2)[CH:5]=1.